From a dataset of Full USPTO retrosynthesis dataset with 1.9M reactions from patents (1976-2016). Predict the reactants needed to synthesize the given product. (1) Given the product [C:6]([N:8]1[CH2:13][CH2:12][N:11]([C:14]2[C:23]3[C:18](=[C:19]([F:36])[C:20]([C:25]4[C:34]5[C:29](=[CH:30][CH:31]=[CH:32][CH:33]=5)[CH:28]=[C:27]([OH:35])[CH:26]=4)=[C:21]([Cl:24])[CH:22]=3)[N:17]=[C:16]([C:37]([NH2:38])=[O:39])[N:15]=2)[CH2:10][CH2:9]1)(=[O:5])[CH:40]=[CH2:41], predict the reactants needed to synthesize it. The reactants are: C([O:5][C:6]([N:8]1[CH2:13][CH2:12][N:11]([C:14]2[C:23]3[C:18](=[C:19]([F:36])[C:20]([C:25]4[C:34]5[C:29](=[CH:30][CH:31]=[CH:32][CH:33]=5)[CH:28]=[C:27]([OH:35])[CH:26]=4)=[C:21]([Cl:24])[CH:22]=3)[N:17]=[C:16]([C:37](=[O:39])[NH2:38])[N:15]=2)[CH2:10][CH2:9]1)=O)(C)(C)C.[CH3:40][CH2:41]N(CC)CC.C(Cl)(=O)C=C. (2) Given the product [F:1][C:2]1[CH:9]=[C:8]([OH:10])[C:7]([OH:12])=[CH:6][C:3]=1[CH:4]=[O:5], predict the reactants needed to synthesize it. The reactants are: [F:1][C:2]1[CH:9]=[C:8]([O:10]C)[C:7]([O:12]C)=[CH:6][C:3]=1[CH:4]=[O:5].B(Br)(Br)Br. (3) Given the product [F:1][C:2]1([F:11])[CH2:7][CH2:6][CH:5]([C:8](=[S:21])[NH2:10])[CH2:4][CH2:3]1, predict the reactants needed to synthesize it. The reactants are: [F:1][C:2]1([F:11])[CH2:7][CH2:6][CH:5]([C:8]([NH2:10])=O)[CH2:4][CH2:3]1.COC1C=CC(P2(SP(C3C=CC(OC)=CC=3)(=S)S2)=[S:21])=CC=1. (4) The reactants are: C1(S([N:10]2[C:14]3=[N:15][CH:16]=[CH:17][CH:18]=[C:13]3[C:12]([C:19]3[CH:24]=[CH:23][N:22]=[C:21](Cl)[N:20]=3)=[CH:11]2)(=O)=O)C=CC=CC=1.[NH2:26][C:27]1[CH:32]=[CH:31][C:30]([OH:33])=[CH:29][C:28]=1[CH3:34]. Given the product [CH3:34][C:28]1[CH:29]=[C:30]([OH:33])[CH:31]=[CH:32][C:27]=1[NH:26][C:21]1[N:20]=[C:19]([C:12]2[C:13]3[C:14](=[N:15][CH:16]=[CH:17][CH:18]=3)[NH:10][CH:11]=2)[CH:24]=[CH:23][N:22]=1, predict the reactants needed to synthesize it.